Predict which catalyst facilitates the given reaction. From a dataset of Catalyst prediction with 721,799 reactions and 888 catalyst types from USPTO. (1) Reactant: [CH3:1][O:2][C:3]1[CH:4]=[C:5]([C:9]2[CH2:10][CH2:11][CH2:12][N:13]=2)[CH:6]=[CH:7][CH:8]=1.[BH4-].[Na+]. Product: [CH3:1][O:2][C:3]1[CH:4]=[C:5]([CH:9]2[CH2:10][CH2:11][CH2:12][NH:13]2)[CH:6]=[CH:7][CH:8]=1. The catalyst class is: 8. (2) Reactant: [H-].[Al+3].[Li+].[H-].[H-].[H-].[CH3:7][C:8]1[CH:9]=[CH:10][C:11]2[O:16][CH2:15][C:14](=O)[NH:13][C:12]=2[CH:18]=1.O.[OH-].[Na+]. Product: [CH3:7][C:8]1[CH:9]=[CH:10][C:11]2[O:16][CH2:15][CH2:14][NH:13][C:12]=2[CH:18]=1. The catalyst class is: 7. (3) Reactant: Cl[C:2]1[N:7]=[C:6]([C:8]2[CH:20]=[CH:19][C:11]3[N:12]=[C:13]([NH:15][C:16](=[O:18])[CH3:17])[S:14][C:10]=3[CH:9]=2)[CH:5]=[CH:4][N:3]=1.[C:21]1([CH:27]2[CH2:31][CH2:30][CH2:29][NH:28]2)[CH:26]=[CH:25][CH:24]=[CH:23][CH:22]=1.C(N(C(C)C)CC)(C)C.CS(C)=O. Product: [C:21]1([CH:27]2[CH2:31][CH2:30][CH2:29][N:28]2[C:2]2[N:7]=[C:6]([C:8]3[CH:20]=[CH:19][C:11]4[N:12]=[C:13]([NH:15][C:16](=[O:18])[CH3:17])[S:14][C:10]=4[CH:9]=3)[CH:5]=[CH:4][N:3]=2)[CH:26]=[CH:25][CH:24]=[CH:23][CH:22]=1. The catalyst class is: 6. (4) Reactant: C([O:3][C:4](=[O:21])[CH:5]([C:10](=[O:20])[NH:11][O:12][CH2:13][C:14]1[CH:19]=[CH:18][CH:17]=[CH:16][CH:15]=1)[CH2:6][CH:7]([CH3:9])[CH3:8])C. Product: [CH2:13]([O:12][NH:11][C:10]([CH:5]([CH2:6][CH:7]([CH3:9])[CH3:8])[C:4]([OH:21])=[O:3])=[O:20])[C:14]1[CH:15]=[CH:16][CH:17]=[CH:18][CH:19]=1. The catalyst class is: 74. (5) Reactant: [CH2:1]([C:3]1[C:7]([C:8]([O:10]N2C3=NC=CC=C3N=N2)=O)=[C:6]([NH2:20])[N:5]([C:21]2[CH:26]=[CH:25][CH:24]=[CH:23][CH:22]=2)[N:4]=1)[CH3:2].Cl.[NH2:28][CH2:29][C:30]([C:32]1[CH:37]=[CH:36][CH:35]=[CH:34][CH:33]=1)=O.CCN(CC)CC. The catalyst class is: 1. Product: [CH2:1]([C:3]1[C:7]2[C:8](=[O:10])[NH:28][CH2:29][C:30]([C:32]3[CH:37]=[CH:36][CH:35]=[CH:34][CH:33]=3)=[N:20][C:6]=2[N:5]([C:21]2[CH:22]=[CH:23][CH:24]=[CH:25][CH:26]=2)[N:4]=1)[CH3:2]. (6) Reactant: [C:1]([O:5][C:6](=[O:23])[CH2:7][CH2:8][CH2:9][CH2:10][O:11]/[N:12]=[N+:13](/[N:15]1[CH2:22][CH2:21][CH2:20][C@H:16]1[C:17]([OH:19])=[O:18])\[O-:14])([CH3:4])([CH3:3])[CH3:2].[CH2:24]1N(P(Cl)(N2C(=O)OCC2)=O)C(=O)O[CH2:25]1.C(N(CC)CC)C.C(O)C. Product: [C:1]([O:5][C:6](=[O:23])[CH2:7][CH2:8][CH2:9][CH2:10][O:11]/[N:12]=[N+:13](/[N:15]1[CH2:22][CH2:21][CH2:20][C@H:16]1[C:17]([O:19][CH2:24][CH3:25])=[O:18])\[O-:14])([CH3:4])([CH3:2])[CH3:3]. The catalyst class is: 2.